Dataset: Full USPTO retrosynthesis dataset with 1.9M reactions from patents (1976-2016). Task: Predict the reactants needed to synthesize the given product. (1) Given the product [CH2:40]([O:39][CH2:38][C@H:20]([NH:19][C:16](=[O:18])[CH2:15][N:12]1[CH2:11][CH2:10][CH:9]([CH2:2][C:3]2[CH:4]=[CH:5][CH:6]=[CH:7][CH:8]=2)[CH2:14][CH2:13]1)[C:21]([NH:23][C:24]1[CH:29]=[CH:28][C:27]([O:30][C:31]2[CH:36]=[CH:35][C:34]([F:37])=[CH:33][CH:32]=2)=[CH:26][CH:25]=1)=[O:22])[C:41]1[CH:46]=[CH:45][CH:44]=[CH:43][CH:42]=1, predict the reactants needed to synthesize it. The reactants are: Cl.[CH2:2]([CH:9]1[CH2:14][CH2:13][N:12]([CH2:15][C:16]([OH:18])=O)[CH2:11][CH2:10]1)[C:3]1[CH:8]=[CH:7][CH:6]=[CH:5][CH:4]=1.[NH2:19][C@@H:20]([CH2:38][O:39][CH2:40][C:41]1[CH:46]=[CH:45][CH:44]=[CH:43][CH:42]=1)[C:21]([NH:23][C:24]1[CH:29]=[CH:28][C:27]([O:30][C:31]2[CH:36]=[CH:35][C:34]([F:37])=[CH:33][CH:32]=2)=[CH:26][CH:25]=1)=[O:22]. (2) Given the product [F:30][C:28]([F:31])([F:29])[C:23]([C:20]1[CH:21]=[CH:22][C:17]([CH2:16][N:13]2[CH2:12][CH2:11][N:10]([C:8]([C:5]3[CH:6]=[CH:7][C:2]([NH:1][C:42]([NH:41][C:38]4[CH:39]=[CH:40][N:35]=[CH:36][CH:37]=4)=[O:43])=[C:3]([O:33][CH3:34])[CH:4]=3)=[O:9])[CH2:15][CH2:14]2)=[CH:18][CH:19]=1)([OH:32])[C:24]([F:25])([F:26])[F:27], predict the reactants needed to synthesize it. The reactants are: [NH2:1][C:2]1[CH:7]=[CH:6][C:5]([C:8]([N:10]2[CH2:15][CH2:14][N:13]([CH2:16][C:17]3[CH:22]=[CH:21][C:20]([C:23]([OH:32])([C:28]([F:31])([F:30])[F:29])[C:24]([F:27])([F:26])[F:25])=[CH:19][CH:18]=3)[CH2:12][CH2:11]2)=[O:9])=[CH:4][C:3]=1[O:33][CH3:34].[N:35]1[CH:40]=[CH:39][C:38]([NH:41][C:42](=O)[O:43]C2C=CC=CC=2)=[CH:37][CH:36]=1. (3) Given the product [CH2:1]([O:8][C:9]1[CH:18]=[C:17]2[C:12]([C:13]([NH:22][C:23]3[CH:24]=[CH:25][C:26]([NH:29][C:30](=[O:38])[C:31]4[CH:36]=[CH:35][CH:34]=[C:33]([Cl:37])[CH:32]=4)=[N:27][CH:28]=3)=[N:14][CH:15]=[N:16]2)=[CH:11][C:10]=1[O:20][CH3:21])[C:2]1[CH:7]=[CH:6][CH:5]=[CH:4][CH:3]=1, predict the reactants needed to synthesize it. The reactants are: [CH2:1]([O:8][C:9]1[CH:18]=[C:17]2[C:12]([C:13](Cl)=[N:14][CH:15]=[N:16]2)=[CH:11][C:10]=1[O:20][CH3:21])[C:2]1[CH:7]=[CH:6][CH:5]=[CH:4][CH:3]=1.[NH2:22][C:23]1[CH:24]=[CH:25][C:26]([NH:29][C:30](=[O:38])[C:31]2[CH:36]=[CH:35][CH:34]=[C:33]([Cl:37])[CH:32]=2)=[N:27][CH:28]=1.